This data is from Reaction yield outcomes from USPTO patents with 853,638 reactions. The task is: Predict the reaction yield, written as a fraction of the theoretical maximum amount of product (1.0 means a 100% yield; for example, 0.34 means a 34% yield). (1) The reactants are C[N:2]([CH2:10][C:11]1[CH:15]=[C:14]([C:16]2[CH:21]=[CH:20][CH:19]=[CH:18][CH:17]=2)[NH:13][CH:12]=1)[C:3](=O)OC(C)(C)C.[H-].[Na+].[S:24]1[CH:28]=[CH:27][C:26]([S:29]([Cl:32])(=[O:31])=[O:30])=[CH:25]1. No catalyst specified. The product is [ClH:32].[CH3:3][NH:2][CH2:10][C:11]1[CH:15]=[C:14]([C:16]2[CH:17]=[CH:18][CH:19]=[CH:20][CH:21]=2)[N:13]([S:29]([C:26]2[CH:27]=[CH:28][S:24][CH:25]=2)(=[O:31])=[O:30])[CH:12]=1. The yield is 0.350. (2) The reactants are [NH2:1][C:2]1[CH:7]=[CH:6][C:5]([CH2:8][C:9]#[N:10])=[CH:4][CH:3]=1.C(=O)([O-])[O-].[K+].[K+].[CH2:17](Br)[C:18]1[CH:23]=[CH:22][CH:21]=[CH:20][CH:19]=1.[I-].[K+]. The catalyst is CN(C=O)C.O. The product is [CH2:17]([N:1]([C:2]1[CH:7]=[CH:6][C:5]([CH2:8][C:9]#[N:10])=[CH:4][CH:3]=1)[CH2:8][C:5]1[CH:6]=[CH:7][CH:2]=[CH:3][CH:4]=1)[C:18]1[CH:23]=[CH:22][CH:21]=[CH:20][CH:19]=1. The yield is 0.760. (3) The reactants are [N+:1]([C:4]1[CH:5]=[C:6]([C:14]2[CH2:15][CH2:16][NH:17][CH2:18][CH:19]=2)[CH:7]=[C:8]([C:10]([F:13])([F:12])[F:11])[CH:9]=1)([O-:3])=[O:2].C(O[C:23]1(O[Si](C)(C)C)[CH2:25][CH2:24]1)C.C([BH3-])#N.[Na+].C(O)(=O)C. The catalyst is C(O)C. The product is [CH:23]1([N:17]2[CH2:16][CH:15]=[C:14]([C:6]3[CH:7]=[C:8]([C:10]([F:11])([F:12])[F:13])[CH:9]=[C:4]([N+:1]([O-:3])=[O:2])[CH:5]=3)[CH2:19][CH2:18]2)[CH2:25][CH2:24]1. The yield is 0.790. (4) The reactants are [N:1]1[CH:6]=[CH:5][N:4]=[CH:3][C:2]=1[C:7]([O:9][CH2:10][CH2:11][CH2:12][CH2:13][CH2:14][CH2:15][CH2:16][CH2:17][CH2:18][CH2:19][CH2:20][CH3:21])=[O:8].[CH2:22](O)[CH2:23]CCCCCCCCCCCC. No catalyst specified. The product is [N:1]1[CH:6]=[CH:5][N:4]=[CH:3][C:2]=1[C:7]([O:9][CH2:10][CH2:11][CH2:12][CH2:13][CH2:14][CH2:15][CH2:16][CH2:17][CH2:18][CH2:19][CH2:20][CH2:21][CH2:22][CH3:23])=[O:8]. The yield is 0.420. (5) The reactants are [N:1]1([C:6]([NH:8][C:9](=[O:15])[O:10][C:11]([CH3:14])([CH3:13])[CH3:12])=[NH:7])[CH:5]=[CH:4][CH:3]=[N:2]1.[H-].[Na+].[CH3:18][C:19]([O:22][C:23](O[C:23]([O:22][C:19]([CH3:21])([CH3:20])[CH3:18])=[O:24])=[O:24])([CH3:21])[CH3:20].C(O)(=O)C. The catalyst is C1COCC1. The product is [N:1]1(/[C:6](/[NH:7][C:23](=[O:24])[O:22][C:19]([CH3:21])([CH3:20])[CH3:18])=[N:8]\[C:9](=[O:15])[O:10][C:11]([CH3:12])([CH3:14])[CH3:13])[CH:5]=[CH:4][CH:3]=[N:2]1. The yield is 0.700. (6) The reactants are [C:1](Cl)([O:3][CH2:4][C:5]1[CH:10]=[CH:9][CH:8]=[CH:7][CH:6]=1)=[O:2].[CH2:12]([NH:15][CH:16]([CH3:21])[CH2:17][CH2:18][CH:19]=[CH2:20])[CH:13]=[CH2:14].C(N(CC)CC)C. The catalyst is C(Cl)Cl. The product is [CH2:4]([O:3][C:1](=[O:2])[N:15]([CH2:12][CH:13]=[CH2:14])[CH:16]([CH3:21])[CH2:17][CH2:18][CH:19]=[CH2:20])[C:5]1[CH:10]=[CH:9][CH:8]=[CH:7][CH:6]=1. The yield is 0.650.